Dataset: Forward reaction prediction with 1.9M reactions from USPTO patents (1976-2016). Task: Predict the product of the given reaction. (1) Given the reactants [CH2:1]([C:8]1[C:16]2[C:11](=[CH:12][CH:13]=[C:14]([C:17]3[CH:22]=[CH:21][C:20]([OH:23])=[CH:19][CH:18]=3)[CH:15]=2)[N:10]([CH3:24])[C:9]=1[CH3:25])[C:2]1[CH:7]=[CH:6][CH:5]=[CH:4][CH:3]=1.C([O-])([O-])=O.[K+].[K+].Br[CH2:33][C:34]#[N:35], predict the reaction product. The product is: [CH2:1]([C:8]1[C:16]2[C:11](=[CH:12][CH:13]=[C:14]([C:17]3[CH:18]=[CH:19][C:20]([O:23][CH2:33][C:34]#[N:35])=[CH:21][CH:22]=3)[CH:15]=2)[N:10]([CH3:24])[C:9]=1[CH3:25])[C:2]1[CH:3]=[CH:4][CH:5]=[CH:6][CH:7]=1. (2) Given the reactants [O:1]1[C:5]2[CH:6]=[CH:7][C:8]([CH:10]=[CH:11][C:12]([OH:14])=O)=[CH:9][C:4]=2[O:3][CH2:2]1.ON1C2C=CC=CC=2N=N1.C(N=C=NCCCN(C)C)C.CN1CCOCC1.[NH2:43][C:44]1[CH:49]=[CH:48][CH:47]=[CH:46][C:45]=1[NH:50][C:51]([C:53]1[S:54][C:55]2[CH2:56][NH:57][CH2:58][CH2:59][C:60]=2[N:61]=1)=[O:52], predict the reaction product. The product is: [NH2:43][C:44]1[CH:49]=[CH:48][CH:47]=[CH:46][C:45]=1[NH:50][C:51]([C:53]1[S:54][C:55]2[CH2:56][N:57]([C:12](=[O:14])[CH:11]=[CH:10][C:8]3[CH:7]=[CH:6][C:5]4[O:1][CH2:2][O:3][C:4]=4[CH:9]=3)[CH2:58][CH2:59][C:60]=2[N:61]=1)=[O:52]. (3) Given the reactants [C:1]([C:3]1[CH:8]=[CH:7][C:6]([C:9]2[CH:14]=[CH:13][C:12]([OH:15])=[CH:11][CH:10]=2)=[CH:5][CH:4]=1)#[N:2].[Br-].C(=O)([O-])[O-].[K+].[K+].[CH3:23][C:24](=O)[CH2:25]C, predict the reaction product. The product is: [CH2:25]([O:15][C:12]1[CH:13]=[CH:14][C:9]([C:6]2[CH:5]=[CH:4][C:3]([C:1]#[N:2])=[CH:8][CH:7]=2)=[CH:10][CH:11]=1)[CH:24]=[CH2:23]. (4) Given the reactants [Cl:1][C:2]1[CH:7]=[CH:6][CH:5]=[CH:4][C:3]=1[C:8]1[N:9]([CH2:25][CH2:26][S:27]([CH3:30])(=[O:29])=[O:28])[C:10]2[C:15]([N:16]=1)=[C:14]([N:17]1[CH2:22][CH2:21][N:20]([CH3:23])[CH2:19][CH2:18]1)[N:13]=[C:12]([CH3:24])[N:11]=2.Cl, predict the reaction product. The product is: [ClH:1].[Cl:1][C:2]1[CH:7]=[CH:6][CH:5]=[CH:4][C:3]=1[C:8]1[N:9]([CH2:25][CH2:26][S:27]([CH3:30])(=[O:29])=[O:28])[C:10]2[C:15]([N:16]=1)=[C:14]([N:17]1[CH2:22][CH2:21][N:20]([CH3:23])[CH2:19][CH2:18]1)[N:13]=[C:12]([CH3:24])[N:11]=2. (5) Given the reactants [Cl:1][C:2]1[CH:7]=[CH:6][CH:5]=[CH:4][C:3]=1[C:8]1[N:13]=[C:12]([O:14][CH2:15][C:16](=[O:21])[C:17]([CH3:20])([CH3:19])[CH3:18])[C:11]([C:22]([C:24]2[N:25]([CH3:29])[CH:26]=[CH:27][N:28]=2)=O)=[CH:10][C:9]=1[C:30]1[CH:35]=[CH:34][C:33]([Cl:36])=[CH:32][CH:31]=1.N12CCCN=C1CCCCC2, predict the reaction product. The product is: [Cl:1][C:2]1[CH:7]=[CH:6][CH:5]=[CH:4][C:3]=1[C:8]1[N:13]=[C:12]2[O:14][C:15]([C:16](=[O:21])[C:17]([CH3:18])([CH3:19])[CH3:20])=[C:22]([C:24]3[N:25]([CH3:29])[CH:26]=[CH:27][N:28]=3)[C:11]2=[CH:10][C:9]=1[C:30]1[CH:31]=[CH:32][C:33]([Cl:36])=[CH:34][CH:35]=1. (6) Given the reactants C([O:4][C:5]1[CH:6]=[C:7]([C:13](=[O:16])[CH2:14][CH3:15])[CH:8]=[CH:9][C:10]=1[O:11][CH3:12])(C)C, predict the reaction product. The product is: [OH:4][C:5]1[CH:6]=[C:7]([C:13](=[O:16])[CH2:14][CH3:15])[CH:8]=[CH:9][C:10]=1[O:11][CH3:12]. (7) Given the reactants [CH3:1][C:2]1[CH:15]=[CH:14][C:13]2[C:12](=[O:16])[C:11]3[C:6](=[CH:7][CH:8]=[CH:9][CH:10]=3)[C:5](=[O:17])[C:4]=2[CH:3]=1.S(=O)(=O)(O)[OH:19], predict the reaction product. The product is: [C:12]([OH:16])(=[O:19])[CH3:13].[C:12]([OH:16])(=[O:19])[CH3:13].[CH:3]1[C:4]2[C:5](=[O:17])[C:6]3[C:11](=[CH:10][CH:9]=[CH:8][CH:7]=3)[C:12](=[O:16])[C:13]=2[CH:14]=[CH:15][C:2]=1[CH:1]=[O:19].